The task is: Predict the product of the given reaction.. This data is from Forward reaction prediction with 1.9M reactions from USPTO patents (1976-2016). (1) Given the reactants [CH3:1][O:2][C:3]1[CH:8]=[CH:7][CH:6]=[CH:5][C:4]=1[N:9]1[C@H:14](CO)[CH2:13][CH2:12][CH2:11][C@@H:10]1[CH2:17]O.S(Cl)([Cl:21])=O.[CH:23]([Cl:26])(Cl)Cl, predict the reaction product. The product is: [Cl:21][CH2:17][C@H:10]1[CH2:11][CH2:12][CH2:13][C@@H:14]([CH2:23][Cl:26])[N:9]1[C:4]1[CH:5]=[CH:6][CH:7]=[CH:8][C:3]=1[O:2][CH3:1]. (2) Given the reactants CC(O[C:5]([CH3:7])=[O:6])=O.[NH2:8][C:9]1[CH:10]=[C:11]2[C:15](=[CH:16][CH:17]=1)[CH2:14][CH2:13][CH2:12]2, predict the reaction product. The product is: [CH2:14]1[C:15]2[C:11](=[CH:10][C:9]([NH:8][C:5](=[O:6])[CH3:7])=[CH:17][CH:16]=2)[CH2:12][CH2:13]1. (3) Given the reactants [C:1]([C@H:4]1[CH2:9][CH2:8][CH2:7][C@H:6]([NH:10][C:11]([C:13]2[C:21]3[C:16](=[N:17][CH:18]=[C:19]([C:22]4[C:30]5[C:25](=[CH:26][C:27]([Cl:31])=[CH:28][CH:29]=5)[N:24]([CH3:32])[N:23]=4)[N:20]=3)[N:15]([CH2:33][O:34][CH2:35][CH2:36][Si:37]([CH3:40])([CH3:39])[CH3:38])[CH:14]=2)=[O:12])[CH2:5]1)(=O)[NH2:2].FC(F)(F)C(OC(=O)C(F)(F)F)=O, predict the reaction product. The product is: [C:1]([C@H:4]1[CH2:9][CH2:8][CH2:7][C@H:6]([NH:10][C:11]([C:13]2[C:21]3[C:16](=[N:17][CH:18]=[C:19]([C:22]4[C:30]5[C:25](=[CH:26][C:27]([Cl:31])=[CH:28][CH:29]=5)[N:24]([CH3:32])[N:23]=4)[N:20]=3)[N:15]([CH2:33][O:34][CH2:35][CH2:36][Si:37]([CH3:40])([CH3:39])[CH3:38])[CH:14]=2)=[O:12])[CH2:5]1)#[N:2]. (4) Given the reactants [Cl:1][C:2]1[CH:7]=[CH:6][C:5]([N:8]2[C:13]([CH3:15])([CH3:14])[C:12](=O)[NH:11][CH2:10][C:9]2=O)=[CH:4][CH:3]=1.[H-].[H-].[H-].[H-].[Li+].[Al+3], predict the reaction product. The product is: [Cl:1][C:2]1[CH:3]=[CH:4][C:5]([N:8]2[CH2:9][CH2:10][NH:11][CH2:12][C:13]2([CH3:15])[CH3:14])=[CH:6][CH:7]=1. (5) Given the reactants [CH:1]1([C:7]2[CH:8]=[CH:9][C:10]([S:18]([C:21]3[CH:26]=[CH:25][C:24]([CH2:27][C@H:28]([NH:30][C:31](=[O:36])[C:32]([F:35])([F:34])[F:33])[CH3:29])=[CH:23][CH:22]=3)(=[O:20])=[O:19])=[C:11]([CH:17]=2)[C:12]([O:14][CH2:15][CH3:16])=[O:13])[CH2:6][CH2:5][CH2:4][CH:3]=[CH:2]1.[H][H], predict the reaction product. The product is: [CH:1]1([C:7]2[CH:8]=[CH:9][C:10]([S:18]([C:21]3[CH:22]=[CH:23][C:24]([CH2:27][C@H:28]([NH:30][C:31](=[O:36])[C:32]([F:33])([F:34])[F:35])[CH3:29])=[CH:25][CH:26]=3)(=[O:19])=[O:20])=[C:11]([CH:17]=2)[C:12]([O:14][CH2:15][CH3:16])=[O:13])[CH2:6][CH2:5][CH2:4][CH2:3][CH2:2]1. (6) Given the reactants Br[C:2]1[CH:7]=[CH:6][C:5]([F:8])=[CH:4][C:3]=1[CH3:9].[CH:10]([O:12]CCCC)=[CH2:11].C1(P(C2C=CC=CC=2)CCCP(C2C=CC=CC=2)C2C=CC=CC=2)C=CC=CC=1.C(=O)([O-])[O-].[K+].[K+], predict the reaction product. The product is: [F:8][C:5]1[CH:6]=[CH:7][C:2]([C:10](=[O:12])[CH3:11])=[C:3]([CH3:9])[CH:4]=1.